This data is from CYP3A4 inhibition data for predicting drug metabolism from PubChem BioAssay. The task is: Regression/Classification. Given a drug SMILES string, predict its absorption, distribution, metabolism, or excretion properties. Task type varies by dataset: regression for continuous measurements (e.g., permeability, clearance, half-life) or binary classification for categorical outcomes (e.g., BBB penetration, CYP inhibition). Dataset: cyp3a4_veith. (1) The drug is COc1ccc(-c2nc3cnc(N4CCN(C)CC4)nc3n(-c3ccc(OC)cc3)c2=O)cc1. The result is 0 (non-inhibitor). (2) The drug is CC(C)(O/N=C(\C(=O)N[C@@H]1C(=O)N2C(C(=O)[O-])=C(C[n+]3ccccc3)CS[C@@H]12)c1csc(N)n1)C(=O)O.O.O.O.O.O. The result is 0 (non-inhibitor). (3) The drug is COc1ccc(CCN2C(=O)C(Oc3ccccc3C)C2c2ccc3c(c2)OCO3)cc1OC. The result is 1 (inhibitor). (4) The molecule is Cc1cccc(CNc2cc(-c3cccc(C#N)c3)ncn2)c1. The result is 1 (inhibitor). (5) The compound is COC(=O)[C@@]1(Cc2ccccc2)[C@H]2c3cc(C(=O)N(C)C)n(C)c3C[C@H]2CN1C(=O)c1ccccc1. The result is 1 (inhibitor). (6) The molecule is Cc1nc(S(=O)(=O)NC2CCCCC2)c(C#N)c(C)c1Cl. The result is 1 (inhibitor).